Predict the reactants needed to synthesize the given product. From a dataset of Full USPTO retrosynthesis dataset with 1.9M reactions from patents (1976-2016). (1) Given the product [Cl:17][C:18]1[CH:24]=[CH:23][C:21]([N:22]2[CH2:14][C:5]3[C:4](=[CH:9][C:8]([O:10][CH3:11])=[C:7]([O:12][CH3:13])[CH:6]=3)[C:3]2=[O:16])=[CH:20][CH:19]=1, predict the reactants needed to synthesize it. The reactants are: CO[C:3](=[O:16])[C:4]1[CH:9]=[C:8]([O:10][CH3:11])[C:7]([O:12][CH3:13])=[CH:6][C:5]=1[CH2:14]Br.[Cl:17][C:18]1[CH:24]=[CH:23][C:21]([NH2:22])=[CH:20][CH:19]=1.C(N(CC)CC)C. (2) Given the product [CH2:24]([S:8]([C:5]1[CH:6]=[CH:7][C:2]([Br:1])=[CH:3][C:4]=1[Cl:12])(=[O:10])=[O:9])[C:25]1[CH:30]=[CH:29][CH:28]=[CH:27][CH:26]=1, predict the reactants needed to synthesize it. The reactants are: [Br:1][C:2]1[CH:7]=[CH:6][C:5]([S:8](Cl)(=[O:10])=[O:9])=[C:4]([Cl:12])[CH:3]=1.S([O-])([O-])=O.[Na+].[Na+].C(=O)(O)[O-].[Na+].[CH2:24](Br)[C:25]1[CH:30]=[CH:29][CH:28]=[CH:27][CH:26]=1. (3) The reactants are: [C:1]([OH:12])(=O)/[CH:2]=[C:3](/[CH2:5][CH2:6][CH:7]=[C:8]([CH3:10])[CH3:9])\[CH3:4].C(N(CC)CC)C.ClC(OCC(C)C)=O.[NH2:28][C@H:29]([C:32]([OH:34])=[O:33])[CH2:30][SH:31].Cl. Given the product [C:1]([NH:28][C@H:29]([C:32]([OH:34])=[O:33])[CH2:30][SH:31])(=[O:12])/[CH:2]=[C:3](/[CH2:5][CH2:6][CH:7]=[C:8]([CH3:9])[CH3:10])\[CH3:4], predict the reactants needed to synthesize it. (4) Given the product [NH2:1][C:2]1[S:3][C:4]([O:14][CH3:13])=[C:5]([C:7]([NH:9][CH2:10][CH3:11])=[O:8])[N:6]=1, predict the reactants needed to synthesize it. The reactants are: [NH2:1][C:2]1[S:3][C:4](Cl)=[C:5]([C:7]([NH:9][CH2:10][CH3:11])=[O:8])[N:6]=1.[CH3:13][O-:14].[Na+]. (5) Given the product [NH2:16][C:4]1[N:3]=[C:2]([NH:17][C:18]2[CH:23]=[CH:22][C:21]([C:24](=[O:26])[CH3:25])=[CH:20][CH:19]=2)[CH:7]=[C:6]([C:8]2[CH:13]=[C:12]([Cl:14])[CH:11]=[CH:10][C:9]=2[CH3:15])[N:5]=1, predict the reactants needed to synthesize it. The reactants are: Cl[C:2]1[CH:7]=[C:6]([C:8]2[CH:13]=[C:12]([Cl:14])[CH:11]=[CH:10][C:9]=2[CH3:15])[N:5]=[C:4]([NH2:16])[N:3]=1.[NH2:17][C:18]1[CH:23]=[CH:22][C:21]([C:24](=[O:26])[CH3:25])=[CH:20][CH:19]=1. (6) Given the product [Cl:23][C:24]1[CH:25]=[C:26]([CH:27]=[CH:28][CH:29]=1)[CH2:30][N:16]([CH2:17][CH2:18][O:19][CH3:20])[CH2:15][C:14]([N:10]1[CH2:11][C:12](=[O:13])[N:8]([C:4]2[CH:5]=[CH:6][CH:7]=[C:2]([Cl:1])[C:3]=2[CH3:22])[CH2:9]1)=[O:21], predict the reactants needed to synthesize it. The reactants are: [Cl:1][C:2]1[C:3]([CH3:22])=[C:4]([N:8]2[C:12](=[O:13])[CH2:11][N:10]([C:14](=[O:21])[CH2:15][NH:16][CH2:17][CH2:18][O:19][CH3:20])[CH2:9]2)[CH:5]=[CH:6][CH:7]=1.[Cl:23][C:24]1[CH:29]=[CH:28][CH:27]=[C:26]([CH2:30]Cl)[CH:25]=1.C(=O)([O-])[O-].[Cs+].[Cs+]. (7) Given the product [F:1][C:2]1[CH:3]=[C:4]([C@@H:13]([C:29]2[C:34]([F:35])=[CH:33][CH:32]=[CH:31][N:30]=2)[NH:14][C:15](=[O:28])[NH:16][C:17]2[CH:27]=[CH:26][C:20]([C:21]([OH:23])=[O:22])=[CH:19][CH:18]=2)[CH:5]=[CH:6][C:7]=1[O:8][C:9]([F:10])([F:11])[F:12], predict the reactants needed to synthesize it. The reactants are: [F:1][C:2]1[CH:3]=[C:4]([C@@H:13]([C:29]2[C:34]([F:35])=[CH:33][CH:32]=[CH:31][N:30]=2)[NH:14][C:15](=[O:28])[NH:16][C:17]2[CH:27]=[CH:26][C:20]([C:21]([O:23]CC)=[O:22])=[CH:19][CH:18]=2)[CH:5]=[CH:6][C:7]=1[O:8][C:9]([F:12])([F:11])[F:10].[Li+].[OH-].Cl. (8) Given the product [Cl:32][C:33]1[C:38]([F:39])=[CH:37][CH:36]=[C:35]([Cl:40])[C:34]=1[CH2:41][O:43][C:45]1[C:46]([N+:51]([O-:53])=[O:52])=[N:47][CH:48]=[CH:49][CH:50]=1, predict the reactants needed to synthesize it. The reactants are: C1(P(C2C=CC=CC=2)C2C=CC=CC=2)C=CC=CC=1.CCOC(/N=N/C(OCC)=O)=O.[Cl:32][C:33]1[C:38]([F:39])=[CH:37][CH:36]=[C:35]([Cl:40])[C:34]=1[CH:41]([OH:43])C.O[C:45]1[C:46]([N+:51]([O-:53])=[O:52])=[N:47][CH:48]=[CH:49][CH:50]=1. (9) Given the product [O:14]([C:21]1[CH:22]=[CH:23][C:24]([CH2:25][N:4]2[CH2:3][CH2:2][O:7][C@@H:6]([C:8]3[CH:9]=[CH:10][CH:11]=[CH:12][CH:13]=3)[CH2:5]2)=[CH:27][CH:28]=1)[C:15]1[CH:16]=[CH:17][CH:18]=[CH:19][CH:20]=1, predict the reactants needed to synthesize it. The reactants are: O[CH2:2][CH2:3][NH:4][CH2:5][C@H:6]([C:8]1[CH:13]=[CH:12][CH:11]=[CH:10][CH:9]=1)[OH:7].[O:14]([C:21]1[CH:28]=[CH:27][C:24]([CH:25]=O)=[CH:23][CH:22]=1)[C:15]1[CH:20]=[CH:19][CH:18]=[CH:17][CH:16]=1.C(O[BH-](OC(=O)C)OC(=O)C)(=O)C.[Na+].